This data is from Catalyst prediction with 721,799 reactions and 888 catalyst types from USPTO. The task is: Predict which catalyst facilitates the given reaction. Reactant: Cl.[CH2:2]([N:4]1[C:9]2[N:10]=[C:11]([NH:15][C:16]3[CH:21]=[CH:20][C:19]([N:22]4[CH2:27][CH2:26][N:25](C(OC(C)(C)C)=O)[CH2:24][CH2:23]4)=[CH:18][CH:17]=3)[N:12]=[C:13]([CH3:14])[C:8]=2[CH:7]=[C:6]([C:35]2[S:36][CH:37]=[CH:38][N:39]=2)[C:5]1=[O:40])[CH3:3]. Product: [CH2:2]([N:4]1[C:9]2[N:10]=[C:11]([NH:15][C:16]3[CH:21]=[CH:20][C:19]([N:22]4[CH2:23][CH2:24][NH:25][CH2:26][CH2:27]4)=[CH:18][CH:17]=3)[N:12]=[C:13]([CH3:14])[C:8]=2[CH:7]=[C:6]([C:35]2[S:36][CH:37]=[CH:38][N:39]=2)[C:5]1=[O:40])[CH3:3]. The catalyst class is: 5.